This data is from Catalyst prediction with 721,799 reactions and 888 catalyst types from USPTO. The task is: Predict which catalyst facilitates the given reaction. (1) Reactant: [Br:1][C:2]1[CH:3]=[CH:4][C:5]([C:8]#[C:9][CH:10]([OH:12])[CH3:11])=[N:6][CH:7]=1.[CH2:13](N(CC)CC)C.CS(Cl)(=O)=O. Product: [Br:1][C:2]1[CH:3]=[CH:4][C:5]([C:8]#[C:9][CH:10]([O:12][CH3:13])[CH3:11])=[N:6][CH:7]=1. The catalyst class is: 7. (2) Reactant: [CH:1]1([CH2:5][N:6]2[C:10]3[CH:11]=[CH:12][C:13]([OH:15])=[CH:14][C:9]=3[N:8]=[N:7]2)[CH2:4][CH2:3][CH2:2]1.[Br-:16].[Br-].[Br-].[NH+]1C=CC=CC=1.[NH+]1C=CC=CC=1.[NH+]1C=CC=CC=1. Product: [Br:16][C:14]1[C:9]2[N:8]=[N:7][N:6]([CH2:5][CH:1]3[CH2:2][CH2:3][CH2:4]3)[C:10]=2[CH:11]=[CH:12][C:13]=1[OH:15]. The catalyst class is: 22. (3) Reactant: [F:1][CH2:2][CH2:3][N:4]1[CH2:10][C:9]2[CH:11]=[C:12]([N+:15]([O-])=O)[CH:13]=[CH:14][C:8]=2[O:7][CH2:6][CH2:5]1.[H][H]. Product: [F:1][CH2:2][CH2:3][N:4]1[CH2:10][C:9]2[CH:11]=[C:12]([NH2:15])[CH:13]=[CH:14][C:8]=2[O:7][CH2:6][CH2:5]1. The catalyst class is: 582. (4) Reactant: [F:1][C:2]([F:13])([F:12])[C:3]1[CH:4]=[C:5]([CH:9]=[CH:10][CH:11]=1)[C:6](Cl)=[O:7].[CH:14]1([NH2:19])[CH2:18][CH2:17][CH2:16][CH2:15]1.CCN(CC)CC. Product: [CH:14]1([NH:19][C:6](=[O:7])[C:5]2[CH:9]=[CH:10][CH:11]=[C:3]([C:2]([F:13])([F:12])[F:1])[CH:4]=2)[CH2:18][CH2:17][CH2:16][CH2:15]1. The catalyst class is: 2. (5) Reactant: [H-].[Na+].[F:3][C:4]1[CH:16]=[CH:15][C:7]2[C:8](=[O:14])[NH:9][C:10]([CH3:13])([CH3:12])[O:11][C:6]=2[CH:5]=1.Cl[CH2:18][O:19][CH3:20]. Product: [F:3][C:4]1[CH:16]=[CH:15][C:7]2[C:8](=[O:14])[N:9]([CH2:18][O:19][CH3:20])[C:10]([CH3:12])([CH3:13])[O:11][C:6]=2[CH:5]=1. The catalyst class is: 1.